From a dataset of Forward reaction prediction with 1.9M reactions from USPTO patents (1976-2016). Predict the product of the given reaction. (1) Given the reactants Cl[C:2]1[C:3]([O:11][CH3:12])=[C:4]([CH:8]=[CH:9][CH:10]=1)[C:5]([OH:7])=[O:6].[ClH:13].N([O-])=O.[Na+].[Cu]([C:21]#[N:22])C#N.[C-]#N.[Na+], predict the reaction product. The product is: [Cl:13][C:9]1[C:10]([C:21]#[N:22])=[CH:2][C:3]([O:11][CH3:12])=[C:4]([CH:8]=1)[C:5]([OH:7])=[O:6]. (2) Given the reactants [Br:1][C:2]1[CH:18]=[CH:17][C:5]([C:6]([CH:8]2[CH2:13][CH2:12][CH2:11][CH2:10][CH:9]2[C:14]([OH:16])=[O:15])=[O:7])=[CH:4][CH:3]=1.IC.[C:21]([O-])(O)=O.[Na+].Cl, predict the reaction product. The product is: [Br:1][C:2]1[CH:3]=[CH:4][C:5]([C:6]([CH:8]2[CH2:13][CH2:12][CH2:11][CH2:10][CH:9]2[C:14]([O:16][CH3:21])=[O:15])=[O:7])=[CH:17][CH:18]=1.